This data is from Reaction yield outcomes from USPTO patents with 853,638 reactions. The task is: Predict the reaction yield, written as a fraction of the theoretical maximum amount of product (1.0 means a 100% yield; for example, 0.34 means a 34% yield). (1) The reactants are C(N(CC)CC)C.[CH3:8][O:9][C:10]1[CH:11]=[C:12]2[C:17](=[CH:18][CH:19]=1)[C:16]([O:20][C:21]1[CH:26]=[CH:25][C:24]([O:27][CH2:28][CH2:29][N:30]3[CH2:35][CH2:34][CH2:33][CH2:32][CH2:31]3)=[CH:23][CH:22]=1)=[C:15]([OH:36])[CH:14]=[CH:13]2.[F:37][C:38]([F:51])([F:50])[S:39](O[S:39]([C:38]([F:51])([F:50])[F:37])(=[O:41])=[O:40])(=[O:41])=[O:40]. The catalyst is ClCCl. The product is [CH3:8][O:9][C:10]1[CH:11]=[C:12]2[C:17](=[CH:18][CH:19]=1)[C:16]([O:20][C:21]1[CH:22]=[CH:23][C:24]([O:27][CH2:28][CH2:29][N:30]3[CH2:31][CH2:32][CH2:33][CH2:34][CH2:35]3)=[CH:25][CH:26]=1)=[C:15]([O:36][S:39]([C:38]([F:51])([F:50])[F:37])(=[O:41])=[O:40])[CH:14]=[CH:13]2. The yield is 0.909. (2) The reactants are [Cl:1][C:2](=[CH2:10])[C:3]([CH3:9])([CH3:8])[C:4]([O:6]C)=[O:5].[OH-].[Na+]. The catalyst is O. The product is [Cl:1][C:2](=[CH2:10])[C:3]([CH3:9])([CH3:8])[C:4]([OH:6])=[O:5]. The yield is 0.440.